This data is from NCI-60 drug combinations with 297,098 pairs across 59 cell lines. The task is: Regression. Given two drug SMILES strings and cell line genomic features, predict the synergy score measuring deviation from expected non-interaction effect. (1) Drug 1: CN(C)C1=NC(=NC(=N1)N(C)C)N(C)C. Drug 2: C(=O)(N)NO. Cell line: SK-OV-3. Synergy scores: CSS=-6.05, Synergy_ZIP=1.17, Synergy_Bliss=-4.42, Synergy_Loewe=-7.23, Synergy_HSA=-7.05. (2) Drug 1: CCC1=CC2CC(C3=C(CN(C2)C1)C4=CC=CC=C4N3)(C5=C(C=C6C(=C5)C78CCN9C7C(C=CC9)(C(C(C8N6C)(C(=O)OC)O)OC(=O)C)CC)OC)C(=O)OC.C(C(C(=O)O)O)(C(=O)O)O. Drug 2: C1=CN(C(=O)N=C1N)C2C(C(C(O2)CO)O)O.Cl. Cell line: SW-620. Synergy scores: CSS=71.6, Synergy_ZIP=-2.18, Synergy_Bliss=-3.04, Synergy_Loewe=-3.53, Synergy_HSA=1.16. (3) Synergy scores: CSS=24.2, Synergy_ZIP=3.96, Synergy_Bliss=8.26, Synergy_Loewe=6.70, Synergy_HSA=9.39. Cell line: HOP-62. Drug 2: CC1=C(C=C(C=C1)C(=O)NC2=CC(=CC(=C2)C(F)(F)F)N3C=C(N=C3)C)NC4=NC=CC(=N4)C5=CN=CC=C5. Drug 1: C1C(C(OC1N2C=C(C(=O)NC2=O)F)CO)O. (4) Drug 1: C#CCC(CC1=CN=C2C(=N1)C(=NC(=N2)N)N)C3=CC=C(C=C3)C(=O)NC(CCC(=O)O)C(=O)O. Drug 2: CC1=C(C(=O)C2=C(C1=O)N3CC4C(C3(C2COC(=O)N)OC)N4)N. Cell line: NCI-H322M. Synergy scores: CSS=-5.51, Synergy_ZIP=2.38, Synergy_Bliss=-1.39, Synergy_Loewe=-7.01, Synergy_HSA=-8.37.